This data is from Reaction yield outcomes from USPTO patents with 853,638 reactions. The task is: Predict the reaction yield, written as a fraction of the theoretical maximum amount of product (1.0 means a 100% yield; for example, 0.34 means a 34% yield). (1) The reactants are C(P(=O)(OCC)OCC)#N.[Cl:11][C:12]1[CH:13]=[CH:14][C:15]2[N:21]([CH2:22][C:23]([CH3:27])([CH3:26])[CH2:24][OH:25])[C:20](=[O:28])[C@@H:19]([CH2:29][C:30](O)=[O:31])[O:18][C@H:17]([C:33]3[CH:38]=[CH:37][CH:36]=[C:35]([O:39][CH3:40])[C:34]=3[O:41][CH3:42])[C:16]=2[CH:43]=1.Cl.[CH3:45][O:46][C:47](=[O:51])[C@@H:48]([CH3:50])[NH2:49].C(N(CC)CC)C. The catalyst is CN(C)C=O.C(OCC)(=O)C.C(OCC)(=O)C.CCCCCC. The product is [Cl:11][C:12]1[CH:13]=[CH:14][C:15]2[N:21]([CH2:22][C:23]([CH3:26])([CH3:27])[CH2:24][OH:25])[C:20](=[O:28])[C@@H:19]([CH2:29][C:30]([NH:49][C@H:48]([CH3:50])[C:47]([O:46][CH3:45])=[O:51])=[O:31])[O:18][C@H:17]([C:33]3[CH:38]=[CH:37][CH:36]=[C:35]([O:39][CH3:40])[C:34]=3[O:41][CH3:42])[C:16]=2[CH:43]=1. The yield is 1.00. (2) The reactants are [ClH:1].[CH:2]1([C:5](=[O:33])[CH:6]([N:14]2[CH2:19][CH2:18][CH:17]([SH:20])/[C:16](=[CH:21]\[C:22]3[CH:26]=[CH:25][N:24]([CH2:27][C:28]([O:30]CC)=[O:29])[N:23]=3)/[CH2:15]2)[C:7]2[CH:12]=[CH:11][CH:10]=[CH:9][C:8]=2[F:13])[CH2:4][CH2:3]1.Cl. The catalyst is C(#N)C. The product is [ClH:1].[C:28]([CH2:27][N:24]1[CH:25]=[CH:26][C:22](/[CH:21]=[C:16]2/[CH2:15][N:14]([CH:6]([C:7]3[CH:12]=[CH:11][CH:10]=[CH:9][C:8]=3[F:13])[C:5]([CH:2]3[CH2:3][CH2:4]3)=[O:33])[CH2:19][CH2:18][CH:17]/2[SH:20])=[N:23]1)([OH:30])=[O:29]. The yield is 0.670. (3) The reactants are [CH3:16][C:11]1([CH3:17])[C:12]([CH3:15])([CH3:14])[O:13][B:9]([B:9]2[O:13][C:12]([CH3:15])([CH3:14])[C:11]([CH3:17])([CH3:16])[O:10]2)[O:10]1.C([O-])(=O)C.[K+].Br[C:25]1[CH:33]=[C:32]2[C:28]([CH:29]=[CH:30][NH:31]2)=[CH:27][C:26]=1[F:34]. The catalyst is O1CCOCC1.C1C=CC(P(C2C=CC=CC=2)[C-]2C=CC=C2)=CC=1.C1C=CC(P(C2C=CC=CC=2)[C-]2C=CC=C2)=CC=1.Cl[Pd]Cl.[Fe+2]. The product is [F:34][C:26]1[CH:27]=[C:28]2[C:32](=[CH:33][C:25]=1[B:9]1[O:10][C:11]([CH3:16])([CH3:17])[C:12]([CH3:14])([CH3:15])[O:13]1)[NH:31][CH:30]=[CH:29]2. The yield is 0.540. (4) The reactants are Br[C:2]1[CH:22]=[CH:21][C:5]2[C:6]([O:19][CH3:20])=[C:7]([C:9]([C:11]3[CH:16]=[CH:15][C:14]([Cl:17])=[CH:13][C:12]=3[Cl:18])=[O:10])[O:8][C:4]=2[CH:3]=1.CC1(C)C(C)(C)OB([C:31]2[CH:32]=[C:33]([CH:40]=[CH:41][CH:42]=2)[CH2:34][NH:35][S:36]([CH3:39])(=[O:38])=[O:37])O1.C(=O)([O-])[O-].[Na+].[Na+]. The catalyst is C1(C)C=CC=CC=1.C(O)C.CCOC(C)=O.C1C=CC(P(C2C=CC=CC=2)[C-]2C=CC=C2)=CC=1.C1C=CC(P(C2C=CC=CC=2)[C-]2C=CC=C2)=CC=1.Cl[Pd]Cl.[Fe+2]. The product is [Cl:18][C:12]1[CH:13]=[C:14]([Cl:17])[CH:15]=[CH:16][C:11]=1[C:9]([C:7]1[O:8][C:4]2[CH:3]=[C:2]([C:31]3[CH:32]=[C:33]([CH:40]=[CH:41][CH:42]=3)[CH2:34][NH:35][S:36]([CH3:39])(=[O:38])=[O:37])[CH:22]=[CH:21][C:5]=2[C:6]=1[O:19][CH3:20])=[O:10]. The yield is 0.290. (5) The reactants are [CH3:1][S:2][C:3]1[CH:10]=[CH:9][C:6]([C:7]#[N:8])=[CH:5][CH:4]=1.[Br:11][C:12]1[CH:18]=[CH:17][C:15]([NH2:16])=[CH:14][CH:13]=1. No catalyst specified. The product is [Br:11][C:12]1[CH:18]=[CH:17][C:15]([NH:16][C:7]([C:6]2[CH:9]=[CH:10][C:3]([S:2][CH3:1])=[CH:4][CH:5]=2)=[NH:8])=[CH:14][CH:13]=1. The yield is 0.777. (6) The reactants are CCCCCCCCCC[CH2:11][CH2:12][O:13]S([O-])(=O)=O.[Na+].[OH:19][CH2:20][CH:21](CO)O.C(S)[C@@H](O)[C@H](O)CS.C1C=CC2S(=O)(=O)OC(C3C=C(Br)C(O)=C(Br)C=3)(C3C=C(Br)C(O)=C(Br)C=3)C=2C=1.[CH2:62]([OH:69])[C:63]([NH2:68])([CH2:66][OH:67])[CH2:64][OH:65]. No catalyst specified. The yield is 0.100. The product is [CH2:21]([N:68]([C:63]([CH2:66][OH:67])([CH2:64][OH:65])[CH2:62][OH:69])[CH2:11][CH2:12][OH:13])[CH2:20][OH:19]. (7) The catalyst is CCO. The yield is 0.730. The reactants are [NH2:1][C:2]1[N:3]=[C:4]([Cl:23])[C:5]2[CH2:10][C:9](=[O:11])[N:8]([CH2:12][C:13]3[C:18]([CH3:19])=[C:17]([O:20][CH3:21])[C:16]([CH3:22])=[CH:15][N:14]=3)[C:6]=2[N:7]=1.[CH:24]([C:26]1[NH:30][C:29]([C:31]([OH:33])=[O:32])=[CH:28][CH:27]=1)=O.N1CCCCC1. The product is [NH2:1][C:2]1[N:3]=[C:4]([Cl:23])[C:5]2=[C:6]([N:8]([CH2:12][C:13]3[C:18]([CH3:19])=[C:17]([O:20][CH3:21])[C:16]([CH3:22])=[CH:15][N:14]=3)[C:9](=[O:11])/[C:10]/2=[CH:24]\[C:26]2[NH:30][C:29]([C:31]([OH:33])=[O:32])=[CH:28][CH:27]=2)[N:7]=1.